From a dataset of Forward reaction prediction with 1.9M reactions from USPTO patents (1976-2016). Predict the product of the given reaction. (1) Given the reactants [CH2:1]([C@H:4]1[CH2:9][C@H:8]([C:10]2[CH:15]=[CH:14][CH:13]=[C:12]([Cl:16])[CH:11]=2)[C@@H:7]([C:17]2[CH:22]=[CH:21][C:20]([Cl:23])=[CH:19][CH:18]=2)[N:6]([C@@H:24]([CH2:28][CH3:29])[C:25]([OH:27])=O)[C:5]1=[O:30])[CH:2]=[CH2:3].[CH2:31]([NH2:33])[CH3:32].Cl.C(N=C=NCCCN(C)C)C.N1C2C(=NC=CC=2)N(O)N=1.C(=O)(O)[O-].[Na+].Cl, predict the reaction product. The product is: [CH2:1]([C@H:4]1[CH2:9][C@H:8]([C:10]2[CH:15]=[CH:14][CH:13]=[C:12]([Cl:16])[CH:11]=2)[C@@H:7]([C:17]2[CH:22]=[CH:21][C:20]([Cl:23])=[CH:19][CH:18]=2)[N:6]([C@@H:24]([CH2:28][CH3:29])[C:25]([NH:33][CH2:31][CH3:32])=[O:27])[C:5]1=[O:30])[CH:2]=[CH2:3]. (2) Given the reactants [CH2:1]([OH:10])[CH2:2][O:3][CH2:4][CH2:5][O:6][CH2:7][CH2:8][OH:9].[H-].[Na+].Br[CH:14](O)[CH2:15][CH3:16].C(OCC)(=O)C, predict the reaction product. The product is: [CH2:14]([O:10][CH2:1][CH2:2][O:3][CH2:4][CH2:5][O:6][CH2:7][CH2:8][OH:9])[CH2:15][CH3:16]. (3) Given the reactants [CH3:1][N:2]([CH3:49])[CH2:3][C:4]([N:6]1[C:14]2[C:9](=[CH:10][C:11]([O:47][CH3:48])=[C:12]([NH:15][C:16]3[N:17]=[C:18]([NH:35][C:36]4[C:41]([C:42]([NH2:44])=[O:43])=[C:40]([F:45])[C:39]([F:46])=[CH:38][CH:37]=4)[C:19]4[CH:24]=[CH:23][N:22](S(C5C=CC(C)=CC=5)(=O)=O)[C:20]=4[N:21]=3)[CH:13]=2)[CH2:8][CH2:7]1)=[O:5].O.[OH-].[Na+], predict the reaction product. The product is: [CH3:1][N:2]([CH3:49])[CH2:3][C:4]([N:6]1[C:14]2[C:9](=[CH:10][C:11]([O:47][CH3:48])=[C:12]([NH:15][C:16]3[NH:21][C:20]4=[N:22][CH:23]=[CH:24][C:19]4=[C:18]([NH:35][C:36]4[C:41]([C:42]([NH2:44])=[O:43])=[C:40]([F:45])[C:39]([F:46])=[CH:38][CH:37]=4)[N:17]=3)[CH:13]=2)[CH2:8][CH2:7]1)=[O:5]. (4) Given the reactants [NH2:1][C:2]1[N:7]=[CH:6][C:5]([N:8]2[CH2:13][CH2:12][N:11]([C:14]([C:16]3[CH:21]=[CH:20][CH:19]=[CH:18][C:17]=3[C:22]([F:25])([F:24])[F:23])=[O:15])[CH2:10][CH2:9]2)=[CH:4][CH:3]=1.C(N([CH:32]([CH3:34])[CH3:33])CC)(C)C.O.[OH:36]N1C2C=CC=CC=2N=N1.CCN=C=NCCCN(C)C.[C:57]1([CH2:63]CCN)[CH:62]=[CH:61][CH:60]=[CH:59][CH:58]=1, predict the reaction product. The product is: [C:57]1([CH2:63][CH2:34][CH2:32][C:33]([NH:1][C:2]2[CH:3]=[CH:4][C:5]([N:8]3[CH2:9][CH2:10][N:11]([C:14](=[O:15])[C:16]4[CH:21]=[CH:20][CH:19]=[CH:18][C:17]=4[C:22]([F:25])([F:24])[F:23])[CH2:12][CH2:13]3)=[CH:6][N:7]=2)=[O:36])[CH:62]=[CH:61][CH:60]=[CH:59][CH:58]=1.